Dataset: Full USPTO retrosynthesis dataset with 1.9M reactions from patents (1976-2016). Task: Predict the reactants needed to synthesize the given product. (1) Given the product [F:17][CH:2]([F:1])[C:3]1[O:7][N:6]=[C:5]([C:8]2[S:12][C:11]([C:13]([N:18]3[CH2:23][CH2:22][CH2:21][CH2:20][CH2:19]3)=[O:15])=[CH:10][CH:9]=2)[C:4]=1[CH3:16], predict the reactants needed to synthesize it. The reactants are: [F:1][CH:2]([F:17])[C:3]1[O:7][N:6]=[C:5]([C:8]2[S:12][C:11]([C:13]([OH:15])=O)=[CH:10][CH:9]=2)[C:4]=1[CH3:16].[NH:18]1[CH2:23][CH2:22][CH2:21][CH2:20][CH2:19]1. (2) The reactants are: [Cl:1][C:2]1[CH:8]=[C:7]([O:9][C:10]2[C:11]3[N:18]([CH3:19])[CH:17]=[CH:16][C:12]=3[N:13]=[CH:14][N:15]=2)[CH:6]=[CH:5][C:3]=1[NH2:4].N1C=CC=CC=1.Cl[C:27](OC1C=CC=CC=1)=[O:28].[CH3:36][N:37]1[CH2:42][CH2:41][N:40]([CH2:43][C:44]2[CH:45]=[C:46]([CH:48]=[C:49]([C:51]([F:54])([F:53])[F:52])[CH:50]=2)[NH2:47])[CH2:39][CH2:38]1. Given the product [Cl:1][C:2]1[CH:8]=[C:7]([O:9][C:10]2[C:11]3[N:18]([CH3:19])[CH:17]=[CH:16][C:12]=3[N:13]=[CH:14][N:15]=2)[CH:6]=[CH:5][C:3]=1[NH:4][C:27]([NH:47][C:46]1[CH:48]=[C:49]([C:51]([F:54])([F:52])[F:53])[CH:50]=[C:44]([CH2:43][N:40]2[CH2:41][CH2:42][N:37]([CH3:36])[CH2:38][CH2:39]2)[CH:45]=1)=[O:28], predict the reactants needed to synthesize it. (3) Given the product [F:2][C:3]([F:13])([F:12])[CH2:4][N:5]1[CH2:10][CH2:9][CH:8]([NH2:1])[CH2:7][CH2:6]1, predict the reactants needed to synthesize it. The reactants are: [NH3:1].[F:2][C:3]([F:13])([F:12])[CH2:4][N:5]1[CH2:10][CH2:9][C:8](=O)[CH2:7][CH2:6]1.C(O)CCC. (4) Given the product [OH:12][C:11]1[CH:10]=[CH:9][C:31]2[C:14](=[CH:15][C:16]3[CH2:17][C:18]4([C:26]5[C:21](=[N:22][CH:23]=[CH:24][CH:25]=5)[N:20]=[CH:19]4)[CH2:28][C:29]=3[CH:30]=2)[N:13]=1, predict the reactants needed to synthesize it. The reactants are: S(=O)(=O)(O)O.C(O/[CH:9]=[CH:10]/[C:11]([NH:13][C:14]1[CH:15]=[C:16]2[C:29](=[CH:30][CH:31]=1)[CH2:28][C:18]1([C:26]3[C:21](=[N:22][CH:23]=[CH:24][CH:25]=3)[NH:20][C:19]1=O)[CH2:17]2)=[O:12])C.[OH-].[Na+]. (5) Given the product [N:1]1[C:9]2[CH:8]=[CH:7][N:6]=[CH:5][C:4]=2[N:3]([C:10]2[S:14][C:13]([C:15]([NH2:31])=[O:17])=[C:12]([O:19][CH2:20][C:21]3[CH:22]=[CH:23][C:24]([C:27]([F:28])([F:29])[F:30])=[CH:25][CH:26]=3)[CH:11]=2)[CH:2]=1, predict the reactants needed to synthesize it. The reactants are: [N:1]1[C:9]2[CH:8]=[CH:7][N:6]=[CH:5][C:4]=2[N:3]([C:10]2[S:14][C:13]([C:15]([O:17]C)=O)=[C:12]([O:19][CH2:20][C:21]3[CH:26]=[CH:25][C:24]([C:27]([F:30])([F:29])[F:28])=[CH:23][CH:22]=3)[CH:11]=2)[CH:2]=1.[NH3:31].